Dataset: Full USPTO retrosynthesis dataset with 1.9M reactions from patents (1976-2016). Task: Predict the reactants needed to synthesize the given product. (1) The reactants are: Br[C:2]1[CH2:6][CH2:5][C:4](=[O:7])[CH:3]=1.[B:8]1([B:8]2[O:12][C:11]([CH3:14])([CH3:13])[C:10]([CH3:16])([CH3:15])[O:9]2)[O:12][C:11]([CH3:14])([CH3:13])[C:10]([CH3:16])([CH3:15])[O:9]1.C([O-])(=O)C.[K+]. Given the product [CH3:15][C:10]1([CH3:16])[C:11]([CH3:14])([CH3:13])[O:12][B:8]([C:2]2[CH2:6][CH2:5][C:4](=[O:7])[CH:3]=2)[O:9]1, predict the reactants needed to synthesize it. (2) Given the product [C:48]([O:47][C:45](=[O:46])[CH2:44][O:43][C:42]1[CH:52]=[C:53]([C:27]2[N:26]=[C:25]([N:8]([C:6]([O:5][C:1]([CH3:4])([CH3:3])[CH3:2])=[O:7])[C:9]3[CH:10]=[C:11]4[C:15](=[CH:16][CH:17]=3)[N:14]([C:18]([O:20][C:21]([CH3:24])([CH3:23])[CH3:22])=[O:19])[N:13]=[CH:12]4)[CH:30]=[CH:29][N:28]=2)[CH:54]=[CH:40][CH:41]=1)([CH3:51])([CH3:49])[CH3:50], predict the reactants needed to synthesize it. The reactants are: [C:1]([O:5][C:6]([N:8]([C:25]1[CH:30]=[CH:29][N:28]=[C:27](Cl)[N:26]=1)[C:9]1[CH:10]=[C:11]2[C:15](=[CH:16][CH:17]=1)[N:14]([C:18]([O:20][C:21]([CH3:24])([CH3:23])[CH3:22])=[O:19])[N:13]=[CH:12]2)=[O:7])([CH3:4])([CH3:3])[CH3:2].CC1(C)C(C)(C)OB([C:40]2[CH:41]=[C:42]([CH:52]=[CH:53][CH:54]=2)[O:43][CH2:44][C:45]([O:47][C:48]([CH3:51])([CH3:50])[CH3:49])=[O:46])O1.CC([O-])=O.[K+].CC(OC(OC(OC(C)(C)C)=O)=O)(C)C. (3) Given the product [F:24][C:20]1[CH:21]=[CH:22][CH:23]=[C:2]([F:1])[C:3]=1[CH2:4][O:5][C:6]1[C:7]2[N:8]([C:13]([C:17]([NH:68][CH:65]3[CH2:66][CH2:67][CH:63]([NH:59][C:60](=[O:62])[O:61][C:38]([CH3:37])([CH3:33])[CH3:47])[CH2:64]3)=[O:19])=[C:14]([CH3:16])[N:15]=2)[CH:9]=[C:10]([CH3:12])[CH:11]=1, predict the reactants needed to synthesize it. The reactants are: [F:1][C:2]1[CH:23]=[CH:22][CH:21]=[C:20]([F:24])[C:3]=1[CH2:4][O:5][C:6]1[C:7]2[N:8]([C:13]([C:17]([OH:19])=O)=[C:14]([CH3:16])[N:15]=2)[CH:9]=[C:10]([CH3:12])[CH:11]=1.F[B-](F)(F)F.N1(O[C+](N(C)C)N(C)C)C2C=C[CH:37]=[CH:38][C:33]=2N=N1.[CH3:47]N1CCOCC1.Cl.C([N:59]([CH:63]1[CH2:67][CH2:66][CH:65]([NH2:68])[CH2:64]1)[C:60](=[O:62])[OH:61])(C)(C)C. (4) Given the product [Si:22]([O:29]/[N:30]=[C:11]1\[NH:10][C@@H:9]([C:13]2[CH:18]=[CH:17][C:16]([F:19])=[CH:15][C:14]=2[Br:20])[CH2:8][C:6]2[N:7]=[C:2]([NH2:1])[N:3]=[C:4]([CH3:21])[C:5]\1=2)([C:25]([CH3:28])([CH3:27])[CH3:26])([CH3:24])[CH3:23], predict the reactants needed to synthesize it. The reactants are: [NH2:1][C:2]1[N:3]=[C:4]([CH3:21])[C:5]2[C:11](=S)[NH:10][C@@H:9]([C:13]3[CH:18]=[CH:17][C:16]([F:19])=[CH:15][C:14]=3[Br:20])[CH2:8][C:6]=2[N:7]=1.[Si:22]([O:29][NH2:30])([C:25]([CH3:28])([CH3:27])[CH3:26])([CH3:24])[CH3:23]. (5) Given the product [C:39]([CH:38]([NH:37][C:15]([C:13]1[N:12]=[CH:11][N:10]([CH2:9][CH2:8][NH:7][C:5](=[O:6])[C:4]2[CH:18]=[CH:19][C:20]([C:22]([F:24])([F:25])[F:23])=[CH:21][C:3]=2[O:2][CH3:1])[CH:14]=1)=[O:17])[C:43]1[CH:69]=[CH:68][C:67]([CH2:65][CH3:66])=[CH:41][CH:42]=1)#[N:40], predict the reactants needed to synthesize it. The reactants are: [CH3:1][O:2][C:3]1[CH:21]=[C:20]([C:22]([F:25])([F:24])[F:23])[CH:19]=[CH:18][C:4]=1[C:5]([NH:7][CH2:8][CH2:9][N:10]1[CH:14]=[C:13]([C:15]([OH:17])=O)[N:12]=[CH:11]1)=[O:6].C[NH3+].F[P-](F)(F)(F)(F)F.N1(OC(N(C)C)=[N+](C)C)[C:39]2[N:40]=[CH:41][CH:42]=[CH:43][C:38]=2[N:37]=N1.F[P-](F)(F)(F)(F)F.C(N([CH:65]([CH3:67])[CH3:66])CC)(C)C.[C:68](OC(NCCC1N=C(C([O-])=O)NN=1)=O)(C)(C)[CH3:69].[Na+]. (6) Given the product [Cl:7][C:8]1[CH:9]=[C:10]([CH:11]=[CH:12][C:13]=1[Cl:14])[O:15][C:20]1[CH:19]=[CH:18][C:17]([F:16])=[CH:25][C:21]=1[C:22]([OH:24])=[O:23], predict the reactants needed to synthesize it. The reactants are: C(=O)([O-])[O-].[Cs+].[Cs+].[Cl:7][C:8]1[CH:9]=[C:10]([OH:15])[CH:11]=[CH:12][C:13]=1[Cl:14].[F:16][C:17]1[CH:18]=[CH:19][C:20](I)=[C:21]([CH:25]=1)[C:22]([OH:24])=[O:23].Cl.